This data is from Retrosynthesis with 50K atom-mapped reactions and 10 reaction types from USPTO. The task is: Predict the reactants needed to synthesize the given product. (1) Given the product Nc1cc(F)ccc1Nc1ccc2c(c1)CCc1ccc(O)cc1C2=O, predict the reactants needed to synthesize it. The reactants are: COc1ccc2c(c1)C(=O)c1ccc(Nc3ccc(F)cc3N)cc1CC2. (2) Given the product O=C(O)c1nn(Cc2ccccc2)c2ccc(Br)cc12, predict the reactants needed to synthesize it. The reactants are: COC(=O)c1nn(Cc2ccccc2)c2ccc(Br)cc12. (3) Given the product CN(CCCc1nc(-c2ccccc2)c(-c2ccccc2)n1COCC[Si](C)(C)C)CCC1(O)CC2CCC1C=C2c1ccccc1, predict the reactants needed to synthesize it. The reactants are: CN(CC[C@]1(O)C[C@H]2CC[C@@H]1C=C2c1ccccc1)C(=O)CCc1nc(-c2ccccc2)c(-c2ccccc2)n1COCC[Si](C)(C)C. (4) Given the product Clc1ccc2nc(OC3COC(c4ccccc4)OC3)nc(NCc3ccc4c(c3)OCO4)c2c1, predict the reactants needed to synthesize it. The reactants are: Clc1ccc2nc(Cl)nc(NCc3ccc4c(c3)OCO4)c2c1.OC1COC(c2ccccc2)OC1. (5) The reactants are: COc1cc(Cl)ccc1-c1nsc(CBr)n1.NC(=O)c1c(F)ccc(O)c1F. Given the product COc1cc(Cl)ccc1-c1nsc(COc2ccc(F)c(C(N)=O)c2F)n1, predict the reactants needed to synthesize it. (6) Given the product COc1cc2c(cc1OC)[C@@H](CN(C)CCCNCC(OC)OC)C2, predict the reactants needed to synthesize it. The reactants are: COC(C=O)OC.COc1cc2c(cc1OC)[C@@H](CN(C)CCCN)C2. (7) Given the product Oc1ccc(-c2ccc3c(c2)c2c(n3Cc3ccccc3)CCCC2)cc1, predict the reactants needed to synthesize it. The reactants are: COc1ccc(-c2ccc3c(c2)c2c(n3Cc3ccccc3)CCCC2)cc1.